From a dataset of NCI-60 drug combinations with 297,098 pairs across 59 cell lines. Regression. Given two drug SMILES strings and cell line genomic features, predict the synergy score measuring deviation from expected non-interaction effect. (1) Drug 1: CN(C(=O)NC(C=O)C(C(C(CO)O)O)O)N=O. Synergy scores: CSS=-4.96, Synergy_ZIP=-2.88, Synergy_Bliss=-10.2, Synergy_Loewe=-78.1, Synergy_HSA=-13.5. Drug 2: C1CCC(C(C1)N)N.C(=O)(C(=O)[O-])[O-].[Pt+4]. Cell line: MALME-3M. (2) Drug 1: C1CC(=O)NC(=O)C1N2CC3=C(C2=O)C=CC=C3N. Drug 2: C1=NC2=C(N=C(N=C2N1C3C(C(C(O3)CO)O)F)Cl)N. Cell line: NCI-H460. Synergy scores: CSS=30.2, Synergy_ZIP=-0.237, Synergy_Bliss=0.424, Synergy_Loewe=-10.4, Synergy_HSA=0.235. (3) Drug 1: CC1=C2C(C(=O)C3(C(CC4C(C3C(C(C2(C)C)(CC1OC(=O)C(C(C5=CC=CC=C5)NC(=O)OC(C)(C)C)O)O)OC(=O)C6=CC=CC=C6)(CO4)OC(=O)C)OC)C)OC. Drug 2: CC1CCC2CC(C(=CC=CC=CC(CC(C(=O)C(C(C(=CC(C(=O)CC(OC(=O)C3CCCCN3C(=O)C(=O)C1(O2)O)C(C)CC4CCC(C(C4)OC)OCCO)C)C)O)OC)C)C)C)OC. Cell line: TK-10. Synergy scores: CSS=40.2, Synergy_ZIP=-5.42, Synergy_Bliss=-5.62, Synergy_Loewe=0.222, Synergy_HSA=2.88. (4) Drug 1: C1CC(=O)NC(=O)C1N2C(=O)C3=CC=CC=C3C2=O. Drug 2: COCCOC1=C(C=C2C(=C1)C(=NC=N2)NC3=CC=CC(=C3)C#C)OCCOC.Cl. Cell line: SNB-75. Synergy scores: CSS=-0.717, Synergy_ZIP=0.316, Synergy_Bliss=0.155, Synergy_Loewe=-3.01, Synergy_HSA=-2.02. (5) Drug 1: CCCCCOC(=O)NC1=NC(=O)N(C=C1F)C2C(C(C(O2)C)O)O. Drug 2: CC1C(C(CC(O1)OC2CC(CC3=C2C(=C4C(=C3O)C(=O)C5=C(C4=O)C(=CC=C5)OC)O)(C(=O)CO)O)N)O.Cl. Cell line: UACC-257. Synergy scores: CSS=30.6, Synergy_ZIP=-2.42, Synergy_Bliss=-2.59, Synergy_Loewe=-30.0, Synergy_HSA=-0.990. (6) Drug 1: CNC(=O)C1=NC=CC(=C1)OC2=CC=C(C=C2)NC(=O)NC3=CC(=C(C=C3)Cl)C(F)(F)F. Drug 2: CCN(CC)CCCC(C)NC1=C2C=C(C=CC2=NC3=C1C=CC(=C3)Cl)OC. Cell line: SF-539. Synergy scores: CSS=14.5, Synergy_ZIP=-3.55, Synergy_Bliss=-2.03, Synergy_Loewe=-12.1, Synergy_HSA=-4.08. (7) Drug 1: CN1CCC(CC1)COC2=C(C=C3C(=C2)N=CN=C3NC4=C(C=C(C=C4)Br)F)OC. Drug 2: C1=NC(=NC(=O)N1C2C(C(C(O2)CO)O)O)N. Cell line: OVCAR-8. Synergy scores: CSS=12.3, Synergy_ZIP=-0.534, Synergy_Bliss=3.29, Synergy_Loewe=3.07, Synergy_HSA=3.59.